Dataset: Forward reaction prediction with 1.9M reactions from USPTO patents (1976-2016). Task: Predict the product of the given reaction. (1) Given the reactants [C:1]([C:3]1[CH:8]=[CH:7][C:6]([CH:9]([CH3:29])[C:10]([NH:12][CH2:13][C:14]2[C:15]([N:24]3[CH2:28][CH2:27][CH2:26][CH2:25]3)=[N:16][C:17]([C:20]([F:23])([F:22])[F:21])=[CH:18][CH:19]=2)=[O:11])=[CH:5][C:4]=1[O:30][CH3:31])#[N:2].[C:32](O[C:32]([O:34][C:35]([CH3:38])([CH3:37])[CH3:36])=[O:33])([O:34][C:35]([CH3:38])([CH3:37])[CH3:36])=[O:33].O.[BH4-].NCCNCCN, predict the reaction product. The product is: [CH3:31][O:30][C:4]1[CH:5]=[C:6]([CH:9]([CH3:29])[C:10](=[O:11])[NH:12][CH2:13][C:14]2[C:15]([N:24]3[CH2:28][CH2:27][CH2:26][CH2:25]3)=[N:16][C:17]([C:20]([F:23])([F:21])[F:22])=[CH:18][CH:19]=2)[CH:7]=[CH:8][C:3]=1[CH2:1][NH:2][C:32](=[O:33])[O:34][C:35]([CH3:38])([CH3:37])[CH3:36]. (2) Given the reactants [F:1][C:2]1[CH:10]=[CH:9][C:5]([C:6]([OH:8])=[O:7])=[CH:4][C:3]=1[CH3:11].S(Cl)(Cl)=O.[CH3:16]O, predict the reaction product. The product is: [F:1][C:2]1[CH:10]=[CH:9][C:5]([C:6]([O:8][CH3:16])=[O:7])=[CH:4][C:3]=1[CH3:11].